From a dataset of Full USPTO retrosynthesis dataset with 1.9M reactions from patents (1976-2016). Predict the reactants needed to synthesize the given product. (1) Given the product [CH3:19][C:20]([CH3:26])([CH3:25])[CH2:21][C:22]([NH:12][C:10]1[S:11][C:7]([C:4]2[N:3]=[C:2]([CH3:1])[O:6][N:5]=2)=[C:8]([C:13]2[CH:14]=[CH:15][CH:16]=[CH:17][CH:18]=2)[N:9]=1)=[O:23], predict the reactants needed to synthesize it. The reactants are: [CH3:1][C:2]1[O:6][N:5]=[C:4]([C:7]2[S:11][C:10]([NH2:12])=[N:9][C:8]=2[C:13]2[CH:18]=[CH:17][CH:16]=[CH:15][CH:14]=2)[N:3]=1.[CH3:19][C:20]([CH3:26])([CH3:25])[CH2:21][C:22](Cl)=[O:23]. (2) Given the product [Cl:22][C:5]1[C:6]([NH:8][C:9]2[CH:14]=[CH:13][C:12]([O:15][CH3:16])=[CH:11][C:10]=2[NH:17][S:18]([CH3:21])(=[O:20])=[O:19])=[N:7][C:2]([NH:27][C:26]2[CH:28]=[C:29]([CH3:34])[C:30]([O:32][CH3:33])=[CH:31][C:25]=2[O:24][CH3:23])=[N:3][CH:4]=1, predict the reactants needed to synthesize it. The reactants are: Cl[C:2]1[N:7]=[C:6]([NH:8][C:9]2[CH:14]=[CH:13][C:12]([O:15][CH3:16])=[CH:11][C:10]=2[NH:17][S:18]([CH3:21])(=[O:20])=[O:19])[C:5]([Cl:22])=[CH:4][N:3]=1.[CH3:23][O:24][C:25]1[CH:31]=[C:30]([O:32][CH3:33])[C:29]([CH3:34])=[CH:28][C:26]=1[NH2:27]. (3) Given the product [F:1][C:2]1[CH:7]=[CH:6][C:5]([C@@H:8]2[CH2:12][N:11]([S:13]([C:16]3[N:17]=[CH:18][N:19]([CH3:21])[CH:20]=3)(=[O:14])=[O:15])[CH2:10][C@H:9]2[CH2:22][NH:24][C:25]2[CH:26]=[CH:27][CH:28]=[CH:29][CH:30]=2)=[CH:4][CH:3]=1, predict the reactants needed to synthesize it. The reactants are: [F:1][C:2]1[CH:7]=[CH:6][C:5]([C@@H:8]2[CH2:12][N:11]([S:13]([C:16]3[N:17]=[CH:18][N:19]([CH3:21])[CH:20]=3)(=[O:15])=[O:14])[CH2:10][C@H:9]2[C:22]([NH:24][C:25]2[CH:30]=[CH:29][CH:28]=[CH:27][CH:26]=2)=O)=[CH:4][CH:3]=1.CSC.B.Cl.[OH-].[Na+]. (4) The reactants are: [OH-:1].[K+].I[C@@H:4]1[C@H:8]2[O:9][C:10](=[O:13])[C@H:11]3[CH2:12][C@@H:5]1[CH2:6][C@@H:7]23.Cl. Given the product [O:1]=[C:8]1[C@@H:7]2[CH2:6][C@@H:5]([CH2:12][C@@H:11]2[C:10]([OH:9])=[O:13])[CH2:4]1, predict the reactants needed to synthesize it. (5) Given the product [Br:13][C:14]1[C:15]([N:4]2[CH2:3][CH2:2][N:1]([CH2:7][C:8]3[S:9][CH:10]=[CH:11][N:12]=3)[CH2:6][CH2:5]2)=[C:16]([N+:21]([O-:23])=[O:22])[C:17]([NH2:20])=[N:18][CH:19]=1, predict the reactants needed to synthesize it. The reactants are: [N:1]1([CH2:7][C:8]2[S:9][CH:10]=[CH:11][N:12]=2)[CH2:6][CH2:5][NH:4][CH2:3][CH2:2]1.[Br:13][C:14]1[C:15](Cl)=[C:16]([N+:21]([O-:23])=[O:22])[C:17]([NH2:20])=[N:18][CH:19]=1.